From a dataset of Forward reaction prediction with 1.9M reactions from USPTO patents (1976-2016). Predict the product of the given reaction. (1) Given the reactants [F:1][C:2]1[CH:9]=[CH:8][C:5]([C:6]#[N:7])=[C:4]([CH3:10])[N:3]=1.N, predict the reaction product. The product is: [F:1][C:2]1[N:3]=[C:4]([CH3:10])[C:5]([CH2:6][NH2:7])=[CH:8][CH:9]=1. (2) Given the reactants ClC1C=CC=C(C(OO)=[O:9])C=1.[CH3:12][O:13][C:14]1[CH:19]=[CH:18][CH:17]=[CH:16][C:15]=1[N:20]1[C:28](=[O:29])[C:27]2[C:22](=[N:23][C:24]([S:30][CH3:31])=[N:25][CH:26]=2)[N:21]1[CH3:32].C(=O)([O-])O.[Na+], predict the reaction product. The product is: [CH3:12][O:13][C:14]1[CH:19]=[CH:18][CH:17]=[CH:16][C:15]=1[N:20]1[C:28](=[O:29])[C:27]2[C:22](=[N:23][C:24]([S:30]([CH3:31])=[O:9])=[N:25][CH:26]=2)[N:21]1[CH3:32]. (3) Given the reactants [N+:1]([C:4]1[CH:5]=[C:6]([C:10]2[CH:18]=[C:17]3[C:13]([CH:14]=[CH:15][NH:16]3)=[CH:12][CH:11]=2)[CH:7]=[CH:8][CH:9]=1)([O-:3])=[O:2].[C:19]([O:25][CH2:26][N:27]1[C:31]2[N:32]=[CH:33][N:34]=[C:35](Cl)[C:30]=2[CH:29]=[CH:28]1)(=[O:24])[C:20]([CH3:23])([CH3:22])[CH3:21].C([O-])([O-])=O.[Cs+].[Cs+].C(OCC)(=O)C, predict the reaction product. The product is: [C:19]([O:25][CH2:26][N:27]1[C:31]2[N:32]=[CH:33][N:34]=[C:35]([N:16]3[C:17]4[C:13](=[CH:12][CH:11]=[C:10]([C:6]5[CH:7]=[CH:8][CH:9]=[C:4]([N+:1]([O-:3])=[O:2])[CH:5]=5)[CH:18]=4)[CH:14]=[CH:15]3)[C:30]=2[CH:29]=[CH:28]1)(=[O:24])[C:20]([CH3:23])([CH3:22])[CH3:21].